From a dataset of Drug-target binding data from BindingDB using Ki measurements. Regression. Given a target protein amino acid sequence and a drug SMILES string, predict the binding affinity score between them. We predict pKi (pKi = -log10(Ki in M); higher means stronger inhibition). Dataset: bindingdb_ki. (1) The drug is CC(C)CN(C[C@@H](O)[C@H](Cc1ccccc1)NC(=O)O[C@H]1CCOC1)S(=O)(=O)c1ccc(N)cc1. The target protein sequence is PQITLWQRPLVTIKIGGQLKEALLDTGADDTVLEEMSLPGRWKPKMIGGIGGFIKVRQYDQILIEICGHKAIGTVLVGPTPFNIIGRNLLTQIGCTLNF. The pKi is 8.6. (2) The drug is CCCCCCCCCCCCCCC#CC(=O)O. The target protein sequence is MSVLHRFYLFFLFTKFFHCYKISYVLKNAKLAPNHAIKNINSLNLLSENKKENYYYCGENKVALVTGAGRGIGREIAKMLAKSVSHVICISRTQKSCDSVVDEIKSFGYESSGYAGDVSKKEEISEVINKILTEHKNVDILVSNAGITRDNLFLRMKNDEWEDVLRTNLNSLFYITQPISKRMINNRYGRIINISSIVGLTGNVGQANYSSSKAGVIGFTKSLAKELASRNITVNAIAPGFISSDMTDKISEQIKKNIISNIPAGRMGTPEEVANLACFLSSDKSGYINGRVFVIDGGLSP. The pKi is 4.8. (3) The drug is CC(C)[C@H](NC(=O)[C@H](CCCCN)NC(=O)[C@H](Cc1c[nH]c2ccccc12)NC(=O)[C@H](Cc1ccc(O)cc1)NC(=O)[C@H](Cc1ccccc1)NC(=O)C(N)c1ccccc1)C(=O)N[C@@H](Cc1ccccc1)C(=O)N[C@H](C(N)=O)[C@@H](C)O. The target protein (P30938) has sequence MEPLSLASTPSWNASAASSGNHNWSLVGSASPMGARAVLVPVLYLLVCTVGLSGNTLVIYVVLRHAKMKTVTNVYILNLAVADVLFMLGLPFLATQNAVVSYWPFGSFLCRLVMTLDGINQFTSIFCLMVMSVDRYLAVVHPLRSARWRRPRVAKMASAAVWVFSLLMSLPLLVFADVQEGWGTCNLSWPEPVGLWGAAFITYTSVLGFFGPLLVICLCYLLIVVKVKAAGMRVGSSRRRRSEPKVTRMVVVVVLVFVGCWLPFFIVNIVNLAFTLPEEPTSAGLYFFVVVLSYANSCANPLLYGFLSDNFRQSFRKVLCLRRGYGMEDADAIEPRPDKSGRPQATLPTRSCEANGLMQTSRI. The pKi is 7.1. (4) The compound is CN(C(=O)Cc1ccccc1)[C@H]1CC[C@@]2(CCCO2)C[C@@H]1N1CCCC1. The target protein sequence is MDSPIQIFRGEPGPTCAPSACLPPNSSAWFPGWAEPDSNGSAGSEDAQLEPAHISPAIPVIITAVYSVVFVVGLVGNSLVMFVIIRYTKMKTATNIYIFNLALADALVTTTMPFQSTVALMNSWPFGDVLCKIVISIDYYNMFTSIFTLTMMSVDRYIAVCHPVKALDFRTPLKAKIINICIWLLSSSVGISAIVLGGTKVREDVDVIECSLQFPDDDYSWWDLFMKICVFIFAFVIPVLIIIVCYTLMILRLKSVRLLSGSREKDRNLRRITRLVLVVVAVFVVCWTPIHIFILVEALGSTSHSTAALSSYYFCIALGYTNSSLNPILYAFLDENFKRCFRDFCFPLKMRMERQSTSRVRNTVQDPAYLRDIDGMNKPV. The pKi is 6.5.